This data is from Forward reaction prediction with 1.9M reactions from USPTO patents (1976-2016). The task is: Predict the product of the given reaction. (1) The product is: [F:42][CH:40]([F:41])[C:32]1[N:31]([C:21]2[N:22]=[C:23]([N:25]3[CH2:26][CH2:27][O:28][CH2:29][CH2:30]3)[N:24]=[C:19]([NH:1][C:2]3[CH:3]=[N:4][CH:5]=[N:6][CH:7]=3)[N:20]=2)[C:35]2[CH:36]=[CH:37][CH:38]=[CH:39][C:34]=2[N:33]=1. Given the reactants [NH2:1][C:2]1[CH:3]=[N:4][CH:5]=[N:6][CH:7]=1.C[Si]([N-][Si](C)(C)C)(C)C.[Na+].Cl[C:19]1[N:24]=[C:23]([N:25]2[CH2:30][CH2:29][O:28][CH2:27][CH2:26]2)[N:22]=[C:21]([N:31]2[C:35]3[CH:36]=[CH:37][CH:38]=[CH:39][C:34]=3[N:33]=[C:32]2[CH:40]([F:42])[F:41])[N:20]=1, predict the reaction product. (2) Given the reactants [NH:1]1[CH2:6][CH2:5][CH:4]([C:7]([O:9][CH2:10][CH3:11])=[O:8])[CH2:3][CH2:2]1.[C:12](O[C:12]([O:14][C:15]([CH3:18])([CH3:17])[CH3:16])=[O:13])([O:14][C:15]([CH3:18])([CH3:17])[CH3:16])=[O:13], predict the reaction product. The product is: [N:1]1([C:12]([O:14][C:15]([CH3:18])([CH3:17])[CH3:16])=[O:13])[CH2:6][CH2:5][CH:4]([C:7]([O:9][CH2:10][CH3:11])=[O:8])[CH2:3][CH2:2]1.